This data is from Peptide-MHC class I binding affinity with 185,985 pairs from IEDB/IMGT. The task is: Regression. Given a peptide amino acid sequence and an MHC pseudo amino acid sequence, predict their binding affinity value. This is MHC class I binding data. The peptide sequence is GLISLILQI. The MHC is HLA-A02:01 with pseudo-sequence HLA-A02:01. The binding affinity (normalized) is 0.755.